Dataset: Reaction yield outcomes from USPTO patents with 853,638 reactions. Task: Predict the reaction yield, written as a fraction of the theoretical maximum amount of product (1.0 means a 100% yield; for example, 0.34 means a 34% yield). (1) The reactants are [NH2:1][C:2]1[C:3](=[N:16][NH:17][C:18]2[CH:23]=[CH:22][CH:21]=[C:20]([F:24])[CH:19]=2)[C:4]([CH2:7][NH:8][C:9](=[O:15])[CH2:10][CH2:11][C:12]([OH:14])=[O:13])=[N:5][N:6]=1.NCC1C(=NNC2C=CC=C(F)C=2)C(N)=NN=1.[Cl-].[NH4+]. The catalyst is C(OCC)(=O)C. The product is [NH2:1][C:2]1[C:3](=[N:16][NH:17][C:18]2[CH:23]=[CH:22][CH:21]=[C:20]([F:24])[CH:19]=2)[C:4]([CH2:7][NH:8][C:9]([CH:10]=[CH:11][C:12]([OH:14])=[O:13])=[O:15])=[N:5][N:6]=1. The yield is 0.510. (2) The reactants are C(O[C:4](=O)[C:5]([C:10]1[CH:15]=[CH:14][C:13]([N+:16]([O-:18])=[O:17])=[C:12]([NH2:19])[C:11]=1[C:20]#[N:21])(C)[C:6](=O)[CH3:7])C.C(O)(=[O:25])C.OS(O)(=O)=O. The catalyst is O. The product is [NH2:19][C:12]1[C:13]([N+:16]([O-:18])=[O:17])=[CH:14][CH:15]=[C:10]2[C:11]=1[C:20](=[O:25])[NH:21][C:6]([CH3:7])=[C:5]2[CH3:4]. The yield is 0.720.